This data is from Full USPTO retrosynthesis dataset with 1.9M reactions from patents (1976-2016). The task is: Predict the reactants needed to synthesize the given product. Given the product [ClH:35].[NH2:27][CH2:26][C:7]1[N:8]([CH2:22][CH:23]([CH3:24])[CH3:25])[C:9](=[O:21])[C:10]2[C:15]([C:6]=1[O:5][CH2:1][CH2:2][CH2:3][CH3:4])=[CH:14][C:13]([C:16]1[O:17][CH:18]=[CH:19][CH:20]=1)=[CH:12][CH:11]=2, predict the reactants needed to synthesize it. The reactants are: [CH2:1]([O:5][C:6]1[C:15]2[C:10](=[CH:11][CH:12]=[C:13]([C:16]3[O:17][CH:18]=[CH:19][CH:20]=3)[CH:14]=2)[C:9](=[O:21])[N:8]([CH2:22][CH:23]([CH3:25])[CH3:24])[C:7]=1[CH2:26][NH:27]C(=O)OC(C)(C)C)[CH2:2][CH2:3][CH3:4].[ClH:35].